The task is: Predict the product of the given reaction.. This data is from Forward reaction prediction with 1.9M reactions from USPTO patents (1976-2016). Given the reactants [OH:1][C:2]1[CH:7]=[CH:6][CH:5]=[CH:4][C:3]=1[C:8]1[N:17]=[C:16]([N:18]2[CH2:22][CH2:21][C@@H:20]([NH:23][C:24](=[O:31])[O:25][CH2:26][C:27]([CH3:30])([CH3:29])[CH3:28])[CH2:19]2)[C:15]2[C:10](=[CH:11][C:12]([CH3:32])=[CH:13][CH:14]=2)[N:9]=1.[ClH:33].CCOCC, predict the reaction product. The product is: [ClH:33].[OH:1][C:2]1[CH:7]=[CH:6][CH:5]=[CH:4][C:3]=1[C:8]1[N:17]=[C:16]([N:18]2[CH2:22][CH2:21][C@@H:20]([NH:23][C:24](=[O:31])[O:25][CH2:26][C:27]([CH3:28])([CH3:29])[CH3:30])[CH2:19]2)[C:15]2[C:10](=[CH:11][C:12]([CH3:32])=[CH:13][CH:14]=2)[N:9]=1.